From a dataset of Reaction yield outcomes from USPTO patents with 853,638 reactions. Predict the reaction yield, written as a fraction of the theoretical maximum amount of product (1.0 means a 100% yield; for example, 0.34 means a 34% yield). (1) The reactants are [F:1][C:2]([F:37])([F:36])[C:3]1[CH:4]=[C:5]([CH:29]=[C:30]([C:32]([F:35])([F:34])[F:33])[CH:31]=1)[CH2:6][N:7]([C:10]1[C:19]2[C:14](=[CH:15][CH:16]=[CH:17][CH:18]=2)[N:13]=[C:12]([N:20]([CH2:23][CH:24]2[CH2:28][CH2:27][CH2:26][CH2:25]2)[CH2:21][CH3:22])[CH:11]=1)[C:8]#[N:9].[N-:38]=[N+:39]=[N-:40].[Na+].O.Cl.[C:44](OCC)(=O)C. The catalyst is [Br-].[Zn+2].[Br-]. The product is [F:35][C:32]([F:34])([F:33])[C:30]1[CH:29]=[C:5]([CH:4]=[C:3]([C:2]([F:1])([F:37])[F:36])[CH:31]=1)[CH2:6][N:7]([CH2:10][C:11]1[C:12]([N:20]([CH2:23][CH:24]2[CH2:28][CH2:27][CH2:26][CH2:25]2)[CH2:21][CH3:22])=[N:13][C:14]2[C:19]([CH:44]=1)=[CH:18][CH:17]=[CH:16][CH:15]=2)[C:8]1[NH:9][N:40]=[N:39][N:38]=1. The yield is 0.350. (2) The reactants are [Cl:1][C:2]1[CH:32]=[CH:31][C:5]([CH2:6][N:7]2[C:15]3[C:14](=[O:16])[NH:13][C:12](=[O:17])[N:11]([CH3:18])[C:10]=3[N:9]=[C:8]2[O:19][C:20]2[CH:25]=[CH:24][CH:23]=[C:22]([O:26][C:27]([F:30])([F:29])[F:28])[CH:21]=2)=[CH:4][CH:3]=1.Br[CH2:34][C:35]([O:37][C:38]([CH3:41])([CH3:40])[CH3:39])=[O:36].C(=O)([O-])[O-].[K+].[K+]. The catalyst is CN(C=O)C.O. The product is [C:38]([O:37][C:35](=[O:36])[CH2:34][N:13]1[C:14](=[O:16])[C:15]2[N:7]([CH2:6][C:5]3[CH:4]=[CH:3][C:2]([Cl:1])=[CH:32][CH:31]=3)[C:8]([O:19][C:20]3[CH:25]=[CH:24][CH:23]=[C:22]([O:26][C:27]([F:30])([F:28])[F:29])[CH:21]=3)=[N:9][C:10]=2[N:11]([CH3:18])[C:12]1=[O:17])([CH3:41])([CH3:40])[CH3:39]. The yield is 1.00. (3) The reactants are [CH3:1]C(C)([O-])C.[K+].[C:7]([C:9]1[CH:13]=[C:12]([CH:14]([C:18]#[N:19])[CH:15]([CH3:17])[CH3:16])[S:11][CH:10]=1)#[N:8].[C:20]([O:23][CH2:24][CH3:25])(=[O:22])[CH3:21]. The catalyst is CN(C=O)C. The product is [C:18]([C:14]([C:12]1[S:11][CH:10]=[C:9]([C:7]#[N:8])[CH:13]=1)([CH:15]([CH3:16])[CH3:17])[CH2:1][CH2:21][C:20]([O:23][CH2:24][CH3:25])=[O:22])#[N:19]. The yield is 0.600. (4) The reactants are [C:1]([OH:11])(=[O:10])[C@@H:2]([C:4]1[CH:9]=[CH:8][CH:7]=[CH:6][CH:5]=1)[OH:3].CCCCC.[CH3:17][C:18]([CH:21]=O)([CH3:20])[CH3:19].C([O-])(O)=O.[Na+]. The catalyst is FC(F)(F)S(O)(=O)=O. The product is [C:18]([C@H:21]1[O:10][C:1](=[O:11])[C@@H:2]([C:4]2[CH:9]=[CH:8][CH:7]=[CH:6][CH:5]=2)[O:3]1)([CH3:20])([CH3:19])[CH3:17]. The yield is 0.880. (5) The reactants are Br[CH2:2][C:3]([C:5]1[C:10]([CH3:11])=[CH:9][C:8]([NH:12][C:13](=[O:15])[CH3:14])=[CH:7][C:6]=1[CH3:16])=O.[NH2:17][C:18]([NH2:20])=[S:19]. The catalyst is CCO. The product is [NH2:20][C:18]1[S:19][CH:2]=[C:3]([C:5]2[C:10]([CH3:11])=[CH:9][C:8]([NH:12][C:13](=[O:15])[CH3:14])=[CH:7][C:6]=2[CH3:16])[N:17]=1. The yield is 0.860. (6) The reactants are [NH2:1][C:2]1[CH:7]=[CH:6][C:5]([NH:8][C:9](=[O:15])[O:10][C:11]([CH3:14])([CH3:13])[CH3:12])=[CH:4][CH:3]=1.[C:16](Cl)(=[O:19])[CH:17]=[CH2:18]. The catalyst is C1COCC1. The product is [C:16]([NH:1][C:2]1[CH:3]=[CH:4][C:5]([NH:8][C:9](=[O:15])[O:10][C:11]([CH3:12])([CH3:14])[CH3:13])=[CH:6][CH:7]=1)(=[O:19])[CH:17]=[CH2:18]. The yield is 0.882.